From a dataset of Reaction yield outcomes from USPTO patents with 853,638 reactions. Predict the reaction yield, written as a fraction of the theoretical maximum amount of product (1.0 means a 100% yield; for example, 0.34 means a 34% yield). (1) The reactants are [H-].[H-].[H-].[H-].[Li+].[Al+3].[CH3:7][CH:8]1[O:13][CH:12]([CH3:14])[CH2:11][N:10]([CH2:15][C:16]2[CH:21]=[CH:20][C:19]([CH2:22][CH2:23][C:24](OCC)=[O:25])=[CH:18][CH:17]=2)[CH2:9]1. The catalyst is C1COCC1. The product is [CH3:14][CH:12]1[O:13][CH:8]([CH3:7])[CH2:9][N:10]([CH2:15][C:16]2[CH:21]=[CH:20][C:19]([CH2:22][CH2:23][CH2:24][OH:25])=[CH:18][CH:17]=2)[CH2:11]1. The yield is 0.950. (2) The reactants are [F:1][C:2]1[CH:7]=[CH:6][C:5]([CH:8]([C:10]2[CH:15]=[C:14]([O:16][C:17]([F:22])([F:21])[CH:18]([F:20])[F:19])[CH:13]=[C:12]([F:23])[CH:11]=2)[OH:9])=[CH:4][C:3]=1[O:24][CH3:25]. The catalyst is C(Cl)Cl.[O-2].[O-2].[Mn+4]. The product is [F:1][C:2]1[CH:7]=[CH:6][C:5]([C:8]([C:10]2[CH:15]=[C:14]([O:16][C:17]([F:21])([F:22])[CH:18]([F:20])[F:19])[CH:13]=[C:12]([F:23])[CH:11]=2)=[O:9])=[CH:4][C:3]=1[O:24][CH3:25]. The yield is 0.980. (3) The reactants are [CH3:1][O:2][C:3]1[CH:4]=[C:5]([NH2:10])[C:6]([NH2:9])=[CH:7][CH:8]=1.[CH3:11][C:12]([O:15][C:16](O[C:16]([O:15][C:12]([CH3:14])([CH3:13])[CH3:11])=[O:17])=[O:17])([CH3:14])[CH3:13].II. The catalyst is CO. The product is [NH2:10][C:5]1[CH:4]=[C:3]([O:2][CH3:1])[CH:8]=[CH:7][C:6]=1[NH:9][C:16](=[O:17])[O:15][C:12]([CH3:14])([CH3:13])[CH3:11]. The yield is 0.690. (4) The reactants are [CH3:1][O:2][C:3]1[CH:16]=[CH:15][CH:14]=[CH:13][C:4]=1[CH2:5][N:6]1[CH2:11][CH2:10][C:9](=[O:12])[CH2:8][CH2:7]1.[Si](OS(C(F)(F)F)(=O)=O)(C)(C)C.[CH:29]1[CH:43]=[C:42]2[C:32]([CH:33](O)[C:34]3[C:39]([CH:40]=[CH:41]2)=[CH:38][CH:37]=[CH:36][CH:35]=3)=[CH:31][CH:30]=1.C(=O)(O)[O-].[Na+]. The catalyst is ClCCl.O. The product is [CH:38]1[C:39]2[CH:40]=[CH:41][C:42]3[CH:43]=[CH:29][CH:30]=[CH:31][C:32]=3[CH:33]([CH:10]3[C:9](=[O:12])[CH2:8][CH2:7][N:6]([CH2:5][C:4]4[CH:13]=[CH:14][CH:15]=[CH:16][C:3]=4[O:2][CH3:1])[CH2:11]3)[C:34]=2[CH:35]=[CH:36][CH:37]=1. The yield is 0.440. (5) The reactants are [O:1]1[CH2:6][CH2:5][CH2:4][CH2:3][CH:2]1[N:7]1[CH:11]=[C:10](B2OC(C)(C)C(C)(C)O2)[CH:9]=[N:8]1.Cl[C:22]1[N:27]=[C:26]2[CH:28]=[CH:29][N:30]([S:31]([C:34]3[CH:40]=[CH:39][C:37]([CH3:38])=[CH:36][CH:35]=3)(=[O:33])=[O:32])[C:25]2=[CH:24][CH:23]=1.C([O-])([O-])=O.[Na+].[Na+].ClCCl. The catalyst is O1CCOCC1.O. The product is [O:1]1[CH2:6][CH2:5][CH2:4][CH2:3][CH:2]1[N:7]1[CH:11]=[C:10]([C:22]2[N:27]=[C:26]3[CH:28]=[CH:29][N:30]([S:31]([C:34]4[CH:40]=[CH:39][C:37]([CH3:38])=[CH:36][CH:35]=4)(=[O:32])=[O:33])[C:25]3=[CH:24][CH:23]=2)[CH:9]=[N:8]1. The yield is 0.720. (6) The reactants are Cl[C:2]1[CH:7]=[C:6]([CH:8]([S:17][C:18]2[CH:23]=[CH:22][C:21]([Cl:24])=[CH:20][CH:19]=2)[C:9]2[CH:14]=[C:13]([F:15])[CH:12]=[CH:11][C:10]=2[F:16])[C:5]([Cl:25])=[CH:4][N:3]=1.[NH:26]1[CH2:31][CH2:30][O:29][CH2:28][CH2:27]1. The catalyst is O1CCOCC1. The product is [Cl:25][C:5]1[C:6]([CH:8]([S:17][C:18]2[CH:19]=[CH:20][C:21]([Cl:24])=[CH:22][CH:23]=2)[C:9]2[CH:14]=[C:13]([F:15])[CH:12]=[CH:11][C:10]=2[F:16])=[CH:7][C:2]([N:26]2[CH2:31][CH2:30][O:29][CH2:28][CH2:27]2)=[N:3][CH:4]=1. The yield is 0.890. (7) The reactants are [N+:1]([C:4]1[CH:9]=[CH:8][C:7]([S:10]([CH3:13])(=[NH:12])=[O:11])=[CH:6][CH:5]=1)([O-:3])=[O:2].C(N(CC)CC)C.[C:21](Cl)(=[O:24])[CH2:22][CH3:23]. The catalyst is ClCCl. The product is [N+:1]([C:4]1[CH:5]=[CH:6][C:7]([S:10]([CH3:13])(=[N:12][C:21](=[O:24])[CH2:22][CH3:23])=[O:11])=[CH:8][CH:9]=1)([O-:3])=[O:2]. The yield is 0.960.